Dataset: Forward reaction prediction with 1.9M reactions from USPTO patents (1976-2016). Task: Predict the product of the given reaction. (1) Given the reactants [CH:1]1([C:4]2[CH:5]=[C:6]([F:27])[C:7]([N+:24]([O-])=O)=[C:8]([NH:10][CH:11]3[CH2:16][CH2:15][N:14]([C:17]([O:19][C:20]([CH3:23])([CH3:22])[CH3:21])=[O:18])[CH2:13][CH2:12]3)[CH:9]=2)[CH2:3][CH2:2]1, predict the reaction product. The product is: [NH2:24][C:7]1[C:6]([F:27])=[CH:5][C:4]([CH:1]2[CH2:3][CH2:2]2)=[CH:9][C:8]=1[NH:10][CH:11]1[CH2:16][CH2:15][N:14]([C:17]([O:19][C:20]([CH3:23])([CH3:22])[CH3:21])=[O:18])[CH2:13][CH2:12]1. (2) Given the reactants [N+:1]([C:4]1[CH:9]=[CH:8][C:7]([S:10](Cl)(=[O:12])=[O:11])=[CH:6][CH:5]=1)([O-:3])=[O:2].N1C=CC=CC=1.C1COCC1.[Cl:25][CH:26]1[CH2:31][CH2:30][NH:29][CH2:28][CH2:27]1, predict the reaction product. The product is: [Cl:25][CH:26]1[CH2:31][CH2:30][N:29]([S:10]([C:7]2[CH:8]=[CH:9][C:4]([N+:1]([O-:3])=[O:2])=[CH:5][CH:6]=2)(=[O:12])=[O:11])[CH2:28][CH2:27]1.